From a dataset of Full USPTO retrosynthesis dataset with 1.9M reactions from patents (1976-2016). Predict the reactants needed to synthesize the given product. (1) Given the product [F:1][C:2]1[CH:3]=[C:4]([CH:22]=[CH:23][CH:24]=1)[CH2:5][C@H:6]1[CH2:11][C@@H:10]([C:12]2[O:16][NH:15][C:14](=[O:17])[CH:13]=2)[CH2:9][CH2:8][NH:7]1, predict the reactants needed to synthesize it. The reactants are: [F:1][C:2]1[CH:3]=[C:4]([CH:22]=[CH:23][CH:24]=1)[CH2:5][C@H:6]1[CH2:11][C@@H:10]([C:12]2[O:16][NH:15][C:14](=[O:17])[CH:13]=2)[CH2:9][CH2:8][N:7]1C(OC)=O.Br. (2) Given the product [CH3:20][O:19][C:15]1[CH:14]=[C:13]([CH2:12][CH2:11][C:9]2[CH:10]=[C:6]([C:4]([OH:5])=[O:3])[NH:7][C:8]=2[CH3:21])[CH:18]=[CH:17][CH:16]=1, predict the reactants needed to synthesize it. The reactants are: C([O:3][C:4]([C:6]1[NH:7][C:8]([CH3:21])=[C:9]([CH2:11][CH2:12][C:13]2[CH:18]=[CH:17][CH:16]=[C:15]([O:19][CH3:20])[CH:14]=2)[CH:10]=1)=[O:5])C.[OH-].[Na+]. (3) Given the product [C:21]([O:20][C:1](=[O:19])[CH2:2][CH2:3][CH2:4][CH2:5][CH2:6][CH2:7][CH2:8][CH2:9][CH2:10][CH2:11][CH2:12][CH2:13][CH2:14][CH2:15][N:27]=[C:30]=[O:33])([CH3:22])([CH3:23])[CH3:24], predict the reactants needed to synthesize it. The reactants are: [C:1]([O:20][C:21]([CH3:24])([CH3:23])[CH3:22])(=[O:19])[CH2:2][CH2:3][CH2:4][CH2:5][CH2:6][CH2:7][CH2:8][CH2:9][CH2:10][CH2:11][CH2:12][CH2:13][CH2:14][CH2:15]C([O-])=O.C([N:27]([CH2:30]C)CC)C.C([O-])=[O:33].[N-]=[N+]=[N-].[Na+]. (4) Given the product [OH:106][CH2:105][CH:102]1[CH2:103][CH2:104][N:99]([CH2:3][CH2:2][NH:1][CH2:4][C@:5]23[CH2:43][CH2:42][C@@H:41]([C:44]([CH3:46])=[CH2:45])[C@@H:6]2[C@@H:7]2[C@@:20]([CH3:23])([CH2:21][CH2:22]3)[C@@:19]3([CH3:24])[C@@H:10]([C@:11]4([CH3:40])[C@@H:16]([CH2:17][CH2:18]3)[C:15]([CH3:25])([CH3:26])[C:14]([C:27]3[CH:28]=[CH:29][C:30]([C:31]([OH:33])=[O:32])=[CH:38][CH:39]=3)=[CH:13][CH2:12]4)[CH2:9][CH2:8]2)[CH2:100][CH2:101]1, predict the reactants needed to synthesize it. The reactants are: [N:1]1([CH2:4][C@:5]23[CH2:43][CH2:42][C@@H:41]([C:44]([CH3:46])=[CH2:45])[C@@H:6]2[C@@H:7]2[C@@:20]([CH3:23])([CH2:21][CH2:22]3)[C@@:19]3([CH3:24])[C@@H:10]([C@:11]4([CH3:40])[C@@H:16]([CH2:17][CH2:18]3)[C:15]([CH3:26])([CH3:25])[C:14]([C:27]3[CH:39]=[CH:38][C:30]([C:31]([O:33]C(C)(C)C)=[O:32])=[CH:29][CH:28]=3)=[CH:13][CH2:12]4)[CH2:9][CH2:8]2)[CH2:3][CH2:2]1.C[C@]12[C@@]3(C)[C@@H]([C@]4(C)[C@@H](CC3)C(C)(C)C(C3C=CC(C(O)=O)=CC=3)=CC4)CC[C@@H]1[C@H]1[C@H](C(C)=C)CC[C@]1(CNCCN1CCN(S(C)(=O)=O)CC1)CC2.[NH:99]1[CH2:104][CH2:103][CH:102]([CH2:105][OH:106])[CH2:101][CH2:100]1. (5) Given the product [F:46][P-:47]([F:52])([F:51])([F:50])([F:49])[F:48].[C:9]1([S+:7]([C:1]2[CH:2]=[CH:3][CH:4]=[CH:5][CH:6]=2)[C:22]2[CH:23]=[CH:24][C:25]3[S:26][C:27]4[C:18](=[CH:17][C:16]([Cl:15])=[CH:29][CH:28]=4)[C:19](=[O:30])[C:20]=3[CH:21]=2)[CH:10]=[CH:11][CH:12]=[CH:13][CH:14]=1, predict the reactants needed to synthesize it. The reactants are: [C:1]1([S:7]([C:9]2[CH:14]=[CH:13][CH:12]=[CH:11][CH:10]=2)=O)[CH:6]=[CH:5][CH:4]=[CH:3][CH:2]=1.[Cl:15][C:16]1[CH:29]=[CH:28][C:27]2[S:26][C:25]3[C:20](=[CH:21][CH:22]=[CH:23][CH:24]=3)[C:19](=[O:30])[C:18]=2[CH:17]=1.FC(F)(F)S(OS(C(F)(F)F)(=O)=O)(=O)=O.[F:46][P-:47]([F:52])([F:51])([F:50])([F:49])[F:48].[K+]. (6) Given the product [CH3:23][C:13]1[S:14][C:15]([C:16]2[CH:17]=[C:18]([CH3:22])[CH:19]=[CH:20][CH:21]=2)=[C:11]([C:9]([N:8]2[CH2:7][C@@H:6]3[C@@H:4]([CH2:5]3)[C@H:3]2[CH2:2][NH:1][C:34]([C:25]2[CH:26]=[CH:27][C:28]3[C:33](=[CH:32][CH:31]=[N:30][CH:29]=3)[N:24]=2)=[O:35])=[O:10])[N:12]=1, predict the reactants needed to synthesize it. The reactants are: [NH2:1][CH2:2][C@H:3]1[N:8]([C:9]([C:11]2[N:12]=[C:13]([CH3:23])[S:14][C:15]=2[C:16]2[CH:17]=[C:18]([CH3:22])[CH:19]=[CH:20][CH:21]=2)=[O:10])[CH2:7][C@@H:6]2[C@H:4]1[CH2:5]2.[N:24]1[C:33]2[C:28](=[CH:29][N:30]=[CH:31][CH:32]=2)[CH:27]=[CH:26][C:25]=1[C:34](O)=[O:35]. (7) Given the product [NH2:63][C:18]1[C:17]2[N:16]([C:15]([CH:23]3[CH2:24][CH2:25][CH2:26]3)=[N:14][C:13]=2[C:10]2[CH:11]=[CH:12][C:7]([OH:6])=[C:8]([O:27][CH2:28][C:29]3[CH:30]=[CH:31][CH:32]=[CH:33][CH:34]=3)[CH:9]=2)[CH:21]=[CH:20][N:19]=1, predict the reactants needed to synthesize it. The reactants are: C(OP(N)(=O)[O:6][C:7]1[CH:12]=[CH:11][C:10]([C:13]2[N:14]=[C:15]([CH:23]3[CH2:26][CH2:25][CH2:24]3)[N:16]3[CH:21]=[CH:20][N:19]=[C:18](Cl)[C:17]=23)=[CH:9][C:8]=1[O:27][CH2:28][C:29]1[CH:34]=[CH:33][CH:32]=[CH:31][CH:30]=1)(C)C.C(OC1C=C(C(NC(C2CCC2)=O)C2C(Cl)=NC=C[N:63]=2)C=CC=1OCC1C=CC(OC)=CC=1)C1C=CC=CC=1.O=P(Cl)(Cl)Cl. (8) Given the product [F:33][C:2]([F:1])([F:32])[C:3]([C:9]1[CH:14]=[CH:13][C:12]([N:15]2[CH2:20][CH2:19][N:18]([S:21]([C:24]3[CH:25]=[C:26]([OH:30])[CH:27]=[CH:28][CH:29]=3)(=[O:23])=[O:22])[CH2:17][CH2:16]2)=[CH:11][CH:10]=1)([OH:8])[C:4]([F:7])([F:6])[F:5], predict the reactants needed to synthesize it. The reactants are: [F:1][C:2]([F:33])([F:32])[C:3]([C:9]1[CH:14]=[CH:13][C:12]([N:15]2[CH2:20][CH2:19][N:18]([S:21]([C:24]3[CH:29]=[CH:28][CH:27]=[C:26]([O:30]C)[CH:25]=3)(=[O:23])=[O:22])[CH2:17][CH2:16]2)=[CH:11][CH:10]=1)([OH:8])[C:4]([F:7])([F:6])[F:5].B(Br)(Br)Br. (9) Given the product [C:19]([O:23][C:24]([N:26]1[CH2:31][CH2:30][CH:29]([NH:32][CH2:3][C@H:2]([OH:1])[CH2:4][O:5][C:6]2[C:18]3[C:17]4[C:12](=[CH:13][CH:14]=[CH:15][CH:16]=4)[NH:11][C:10]=3[CH:9]=[CH:8][CH:7]=2)[CH2:28][CH2:27]1)=[O:25])([CH3:22])([CH3:20])[CH3:21], predict the reactants needed to synthesize it. The reactants are: [O:1]1[CH2:3][C@H:2]1[CH2:4][O:5][C:6]1[C:18]2[C:17]3[C:12](=[CH:13][CH:14]=[CH:15][CH:16]=3)[NH:11][C:10]=2[CH:9]=[CH:8][CH:7]=1.[C:19]([O:23][C:24]([N:26]1[CH2:31][CH2:30][CH:29]([NH2:32])[CH2:28][CH2:27]1)=[O:25])([CH3:22])([CH3:21])[CH3:20].